This data is from Forward reaction prediction with 1.9M reactions from USPTO patents (1976-2016). The task is: Predict the product of the given reaction. (1) Given the reactants [CH3:1][O:2][C:3](=[O:31])[CH:4]=[CH:5][C:6]1[NH:7][C:8](=[O:30])[C:9]2[C:10]3[N:19]([CH3:20])[C:18]([NH:21][C:22]4[C:27]([Cl:28])=[CH:26][CH:25]=[CH:24][C:23]=4[Cl:29])=[N:17][C:11]=3[CH:12]=[CH:13][C:14]=2[C:15]=1[CH3:16], predict the reaction product. The product is: [CH3:1][O:2][C:3](=[O:31])[CH2:4][CH2:5][C:6]1[NH:7][C:8](=[O:30])[C:9]2[C:10]3[N:19]([CH3:20])[C:18]([NH:21][C:22]4[C:27]([Cl:28])=[CH:26][CH:25]=[CH:24][C:23]=4[Cl:29])=[N:17][C:11]=3[CH:12]=[CH:13][C:14]=2[C:15]=1[CH3:16]. (2) Given the reactants [CH2:1]([Mg]Br)[CH:2]=[CH2:3].[C:6]([O:9][C@@H:10]1[C@@H:15]([O:16][C:17](=[O:19])[CH3:18])[C@H:14]([O:20][C:21](=[O:23])[CH3:22])[C@@H:13]([CH2:24][O:25][C:26](=[O:28])[CH3:27])[O:12][C@@H:11]1Br)(=[O:8])[CH3:7].O.C(OC(=O)C)(=O)C, predict the reaction product. The product is: [C:6]([O:9][C@@H:10]1[C@@H:15]([O:16][C:17](=[O:19])[CH3:18])[C@H:14]([O:20][C:21](=[O:23])[CH3:22])[C@@H:13]([CH2:24][O:25][C:26](=[O:28])[CH3:27])[O:12][C@H:11]1[CH2:3][CH:2]=[CH2:1])(=[O:8])[CH3:7]. (3) Given the reactants [NH2:1][C@@H:2]([CH2:5][CH3:6])[CH2:3]O.[N+:7]([C:10]1[CH:15]=[CH:14][CH:13]=[CH:12][C:11]=1[S:16](Cl)(=[O:18])=[O:17])([O-:9])=[O:8], predict the reaction product. The product is: [CH2:5]([CH:2]1[CH2:3][N@@:1]1[S:16]([C:11]1[CH:12]=[CH:13][CH:14]=[CH:15][C:10]=1[N+:7]([O-:9])=[O:8])(=[O:17])=[O:18])[CH3:6]. (4) Given the reactants C([O:8][C:9]1[CH:10]=[C:11]2[C:15](=[CH:16][CH:17]=1)[N:14]([C@@H:18]([C:23]1[CH:28]=[CH:27][CH:26]=[CH:25][CH:24]=1)[C@H:19]([OH:22])[CH2:20]O)[C:13](=[O:29])[C:12]12[CH2:34][CH2:33][CH2:32][CH2:31][CH2:30]1)C1C=CC=CC=1.[C:35]1([CH3:45])[CH:40]=[CH:39][C:38](S(Cl)(=O)=O)=[CH:37][CH:36]=1.[CH3:46][NH2:47].C(=O)(O)[O-].[Na+], predict the reaction product. The product is: [CH2:45]([O:8][C:9]1[CH:10]=[C:11]2[C:15](=[CH:16][CH:17]=1)[N:14]([C@@H:18]([C:23]1[CH:28]=[CH:27][CH:26]=[CH:25][CH:24]=1)[C@H:19]([OH:22])[CH2:20][NH:47][CH3:46])[C:13](=[O:29])[C:12]12[CH2:34][CH2:33][CH2:32][CH2:31][CH2:30]1)[C:35]1[CH:40]=[CH:39][CH:38]=[CH:37][CH:36]=1. (5) Given the reactants [F:1][C:2]1[CH:3]=[C:4]([C:8]2[CH:9]=[C:10]([CH3:18])[C:11]([CH3:17])=[C:12]([CH:16]=2)[C:13]([OH:15])=O)[CH:5]=[CH:6][CH:7]=1.C(Cl)(C(Cl)=O)=O.[NH2:25][C:26]1[C:27]([CH3:34])=[C:28]([OH:33])[CH:29]=[CH:30][C:31]=1[CH3:32].C([O-])([O-])=O.[K+].[K+], predict the reaction product. The product is: [F:1][C:2]1[CH:3]=[C:4]([C:8]2[CH:9]=[C:10]([CH3:18])[C:11]([CH3:17])=[C:12]([CH:16]=2)[C:13]([NH:25][C:26]2[C:31]([CH3:32])=[CH:30][CH:29]=[C:28]([OH:33])[C:27]=2[CH3:34])=[O:15])[CH:5]=[CH:6][CH:7]=1. (6) Given the reactants [NH2:1][C:2]1[CH:3]=[C:4]([CH:14]=[CH:15][C:16]=1[O:17][CH3:18])[C:5]([NH:7][C:8]1[CH:13]=[CH:12][CH:11]=[CH:10][CH:9]=1)=[O:6].[Cl:19][C:20]1[CH:25]=[CH:24][C:23]([N:26]=[C:27]=[S:28])=[CH:22][CH:21]=1, predict the reaction product. The product is: [Cl:19][C:20]1[CH:25]=[CH:24][C:23]([NH:26][C:27](=[S:28])[NH:1][C:2]2[CH:3]=[C:4]([CH:14]=[CH:15][C:16]=2[O:17][CH3:18])[C:5]([NH:7][C:8]2[CH:13]=[CH:12][CH:11]=[CH:10][CH:9]=2)=[O:6])=[CH:22][CH:21]=1. (7) Given the reactants Br[C:2]1[N:7]=[C:6]([NH:8][S:9]([CH2:12][C:13]2[CH:18]=[C:17]([Cl:19])[CH:16]=[C:15]([Cl:20])[CH:14]=2)(=[O:11])=[O:10])[C:5]([O:21][CH3:22])=[CH:4][C:3]=1[Cl:23].[C:24]([Cu])#[N:25], predict the reaction product. The product is: [Cl:23][C:3]1[CH:4]=[C:5]([O:21][CH3:22])[C:6]([NH:8][S:9]([CH2:12][C:13]2[CH:18]=[C:17]([Cl:19])[CH:16]=[C:15]([Cl:20])[CH:14]=2)(=[O:11])=[O:10])=[N:7][C:2]=1[C:24]#[N:25]. (8) Given the reactants [CH3:1][O:2][C:3]([CH:5]=P(C1C=CC=CC=1)(C1C=CC=CC=1)C1C=CC=CC=1)=[O:4].[CH2:25]([O:32][C:33]([C:35]12[CH2:42][CH2:41][C:38](C=O)([CH2:39][CH2:40]1)[CH2:37][CH2:36]2)=[O:34])[C:26]1[CH:31]=[CH:30][CH:29]=[CH:28][CH:27]=1.[Cl-].[NH4+].[C:47](OCC)(=O)C, predict the reaction product. The product is: [CH2:25]([O:32][C:33]([C@:35]12[CH2:42][CH2:41][C@@:38]([CH:47]=[CH:5][C:3]([O:2][CH3:1])=[O:4])([CH2:37][CH2:36]1)[CH2:39][CH2:40]2)=[O:34])[C:26]1[CH:27]=[CH:28][CH:29]=[CH:30][CH:31]=1. (9) The product is: [I:1][C:2]1[CH:7]=[CH:6][C:5]([C:8]2[NH:38][C:32]3[C:37]([C:9]=2[CH2:10][CH2:11][CH2:12][N:13]2[CH2:18][CH2:17][CH:16]([C:19]4[CH:20]=[C:21]([NH:25][C:26](=[O:30])[CH:27]([CH3:29])[CH3:28])[CH:22]=[CH:23][CH:24]=4)[CH2:15][CH2:14]2)=[CH:36][CH:35]=[CH:34][CH:33]=3)=[CH:4][CH:3]=1. Given the reactants [I:1][C:2]1[CH:7]=[CH:6][C:5]([C:8](=O)[CH2:9][CH2:10][CH2:11][CH2:12][N:13]2[CH2:18][CH2:17][CH:16]([C:19]3[CH:20]=[C:21]([NH:25][C:26](=[O:30])[CH:27]([CH3:29])[CH3:28])[CH:22]=[CH:23][CH:24]=3)[CH2:15][CH2:14]2)=[CH:4][CH:3]=1.[C:32]1([NH:38]N)[CH:37]=[CH:36][CH:35]=[CH:34][CH:33]=1, predict the reaction product. (10) Given the reactants [NH2:1][C:2]1[CH:7]=[CH:6][CH:5]=[CH:4][C:3]=1[C:8]1[C:9](=[O:14])[CH2:10][CH2:11][C:12]=1[CH3:13].N1C=CC=CC=1.[C:21]1([CH3:31])[CH:26]=[CH:25][C:24]([S:27](Cl)(=[O:29])=[O:28])=[CH:23][CH:22]=1, predict the reaction product. The product is: [C:21]1([CH3:31])[CH:26]=[CH:25][C:24]([S:27]([NH:1][C:2]2[CH:7]=[CH:6][CH:5]=[CH:4][C:3]=2[C:8]2[C:9](=[O:14])[CH2:10][CH2:11][C:12]=2[CH3:13])(=[O:29])=[O:28])=[CH:23][CH:22]=1.